This data is from Full USPTO retrosynthesis dataset with 1.9M reactions from patents (1976-2016). The task is: Predict the reactants needed to synthesize the given product. (1) Given the product [NH:22]1[C:30]2[C:25](=[CH:26][CH:27]=[CH:28][CH:29]=2)[CH2:24][C:23]1=[O:32], predict the reactants needed to synthesize it. The reactants are: O1CCOCCOCCOCCOCCOCC1.[F-].[K+].C[N:22]1[C:30]2[C:25](=[CH:26][CH:27]=[CH:28][CH:29]=2)[C:24](=O)[C:23]1=[O:32].N1C=CC=CC=1. (2) Given the product [Cl:1][C:2]1[CH:3]=[N:4][N:5]([C:7]2[CH:12]=[CH:11][N:10]=[CH:9][C:8]=2[N:13]2[CH2:14][CH2:15][CH:16]([C:19]([NH:28][C@@H:25]3[CH2:26][CH2:27][O:23][CH2:24]3)=[O:21])[CH2:17][CH2:18]2)[CH:6]=1, predict the reactants needed to synthesize it. The reactants are: [Cl:1][C:2]1[CH:3]=[N:4][N:5]([C:7]2[CH:12]=[CH:11][N:10]=[CH:9][C:8]=2[N:13]2[CH2:18][CH2:17][CH:16]([C:19]([OH:21])=O)[CH2:15][CH2:14]2)[CH:6]=1.Cl.[O:23]1[CH2:27][CH2:26][C@@H:25]([NH2:28])[CH2:24]1.CN(C(ON1N=NC2C=CC=NC1=2)=[N+](C)C)C.F[P-](F)(F)(F)(F)F.C(N(CC)CC)C. (3) Given the product [F:1][C@@H:2]1[CH2:3][NH:4][CH2:5][C@H:6]1[NH:7][C:8](=[O:15])[CH2:9][CH2:10][S:11]([CH3:14])(=[O:12])=[O:13], predict the reactants needed to synthesize it. The reactants are: [F:1][C@H:2]1[C@H:6]([NH:7][C:8](=[O:15])[CH2:9][CH2:10][S:11]([CH3:14])(=[O:13])=[O:12])[CH2:5][N:4](C(OCC2C=CC=CC=2)=O)[CH2:3]1. (4) Given the product [N:13]1[CH:14]=[CH:15][C:10]([C:9]#[C:8][C:4]2[CH:3]=[C:2]([C:21]3[CH:26]=[N:25][CH:24]=[CH:23][N:22]=3)[CH:7]=[CH:6][CH:5]=2)=[CH:11][CH:12]=1, predict the reactants needed to synthesize it. The reactants are: Br[C:2]1[CH:3]=[C:4]([C:8]#[C:9][C:10]2[CH:15]=[CH:14][N:13]=[CH:12][CH:11]=2)[CH:5]=[CH:6][CH:7]=1.C([Sn](CCCC)(CCCC)[C:21]1[CH:26]=[N:25][CH:24]=[CH:23][N:22]=1)CCC. (5) Given the product [BrH:10].[Br:10][CH2:13][C:12]([C:6]1[CH:5]=[CH:4][CH:9]=[CH:8][N:7]=1)=[O:15], predict the reactants needed to synthesize it. The reactants are: C([C:4]1[CH:9]=[CH:8][N:7]=[CH:6][CH:5]=1)(=O)C.[Br:10]Br.[C:12]([OH:15])(=O)[CH3:13]. (6) Given the product [Br:23][CH2:24][CH2:25][CH2:26][CH2:27][O:1][C@H:2]1[CH2:7][CH2:6][C@H:5]([N:8]([CH3:22])[S:9]([C:12]2[CH:17]=[CH:16][C:15]([C:18]([F:21])([F:19])[F:20])=[CH:14][CH:13]=2)(=[O:11])=[O:10])[CH2:4][CH2:3]1, predict the reactants needed to synthesize it. The reactants are: [OH:1][C@H:2]1[CH2:7][CH2:6][C@H:5]([N:8]([CH3:22])[S:9]([C:12]2[CH:17]=[CH:16][C:15]([C:18]([F:21])([F:20])[F:19])=[CH:14][CH:13]=2)(=[O:11])=[O:10])[CH2:4][CH2:3]1.[Br:23][CH2:24][CH2:25][CH2:26][CH2:27]Br. (7) The reactants are: [F:1][C:2]1[C:3]([CH2:9]O)=[N:4][CH:5]=[C:6]([F:8])[CH:7]=1.C(Cl)[Cl:12].S(Cl)(Cl)=O.C(=O)(O)[O-].[Na+]. Given the product [Cl:12][CH2:9][C:3]1[C:2]([F:1])=[CH:7][C:6]([F:8])=[CH:5][N:4]=1, predict the reactants needed to synthesize it.